From a dataset of Reaction yield outcomes from USPTO patents with 853,638 reactions. Predict the reaction yield, written as a fraction of the theoretical maximum amount of product (1.0 means a 100% yield; for example, 0.34 means a 34% yield). (1) The reactants are [OH:1][NH:2][C:3](=[NH:7])[CH:4]([CH3:6])[CH3:5].[OH:8][CH:9]1[CH2:14][CH2:13][N:12]([C:15]#N)[CH2:11][CH2:10]1. The catalyst is C(OCC)(=O)C.[Cl-].[Zn+2].[Cl-]. The product is [CH:4]([C:3]1[N:7]=[C:15]([N:12]2[CH2:13][CH2:14][CH:9]([OH:8])[CH2:10][CH2:11]2)[O:1][N:2]=1)([CH3:6])[CH3:5]. The yield is 0.400. (2) The reactants are [CH3:1][C:2]1[C:3]([C:8]([OH:10])=O)=[N:4][CH:5]=[CH:6][CH:7]=1.[CH2:11]([N:15]1[C:23]2[N:22]=[C:21]([Cl:24])[NH:20][C:19]=2[C:18](=[O:25])[N:17]([CH2:26][CH2:27][CH2:28][CH2:29]/[C:30](=[N:33]/[H])/[NH:31]O)[C:16]1=[O:35])[CH2:12][CH2:13][CH3:14]. The catalyst is CS(C)=O. The product is [CH2:11]([N:15]1[C:23]2[N:22]=[C:21]([Cl:24])[NH:20][C:19]=2[C:18](=[O:25])[N:17]([CH2:26][CH2:27][CH2:28][CH2:29][C:30]2[N:31]=[C:8]([C:3]3[C:2]([CH3:1])=[CH:7][CH:6]=[CH:5][N:4]=3)[O:10][N:33]=2)[C:16]1=[O:35])[CH2:12][CH2:13][CH3:14]. The yield is 0.120. (3) The reactants are [I-:1].[Na+].Cl[CH:4]([O:6][C:7](=[O:15])[O:8][CH:9]1[CH2:14][CH2:13][CH2:12][CH2:11][CH2:10]1)[CH3:5]. The catalyst is CC#N. The product is [I:1][CH:4]([O:6][C:7](=[O:15])[O:8][CH:9]1[CH2:14][CH2:13][CH2:12][CH2:11][CH2:10]1)[CH3:5]. The yield is 0.690. (4) The reactants are [C:1]([N:5]1[CH:9]=[C:8]([NH:10][C:11]([NH:13][C:14]2[CH:19]=[C:18]([C:20]3[C:31](=[O:32])[N:30]([CH3:33])[C:23]4[N:24]=[C:25](NC)[N:26]=[CH:27][C:22]=4[CH:21]=3)[C:17]([CH3:34])=[CH:16][C:15]=2[F:35])=[O:12])[CH:7]=[N:6]1)([CH3:4])([CH3:3])[CH3:2].[NH2:36][C@H:37]([CH3:40])[CH2:38][OH:39]. The catalyst is C1COCC1. The product is [C:1]([N:5]1[CH:9]=[C:8]([NH:10][C:11]([NH:13][C:14]2[CH:19]=[C:18]([C:20]3[C:31](=[O:32])[N:30]([CH3:33])[C:23]4[N:24]=[C:25]([NH:36][C@H:37]([CH3:40])[CH2:38][OH:39])[N:26]=[CH:27][C:22]=4[CH:21]=3)[C:17]([CH3:34])=[CH:16][C:15]=2[F:35])=[O:12])[CH:7]=[N:6]1)([CH3:4])([CH3:3])[CH3:2]. The yield is 0.630. (5) The reactants are [N+:1]([C:4]1[CH:9]=[CH:8][C:7]([C:10]2[CH:15]=[CH:14][C:13]([O:16][C@@H:17]3[CH:22]4[CH2:23][CH2:24][N:19]([CH2:20][CH2:21]4)[CH2:18]3)=[CH:12][CH:11]=2)=[CH:6][CH:5]=1)([O-])=O. The catalyst is CO.[Pd]. The product is [N:19]12[CH2:20][CH2:21][CH:22]([CH2:23][CH2:24]1)[C@@H:17]([O:16][C:13]1[CH:12]=[CH:11][C:10]([C:7]3[CH:8]=[CH:9][C:4]([NH2:1])=[CH:5][CH:6]=3)=[CH:15][CH:14]=1)[CH2:18]2. The yield is 0.490. (6) The reactants are [CH3:13][C:12]([O:11][C:9](O[C:9]([O:11][C:12]([CH3:15])([CH3:14])[CH3:13])=[O:10])=[O:10])([CH3:15])[CH3:14].[Br:16][C:17]1[CH:22]=[CH:21][C:20]([N:23]2[C:32](=[O:33])[C:31]3[C:26](=[CH:27][CH:28]=[CH:29][CH:30]=3)[N:25]=[C:24]2[C:34]2[CH:35]=[C:36]3[C:40](=[CH:41][CH:42]=2)[NH:39][CH:38]=[CH:37]3)=[CH:19][CH:18]=1. The catalyst is CN(C1C=CN=CC=1)C.C1COCC1. The product is [Br:16][C:17]1[CH:22]=[CH:21][C:20]([N:23]2[C:32](=[O:33])[C:31]3[C:26](=[CH:27][CH:28]=[CH:29][CH:30]=3)[N:25]=[C:24]2[C:34]2[CH:35]=[C:36]3[C:40](=[CH:41][CH:42]=2)[N:39]([C:9]([O:11][C:12]([CH3:13])([CH3:14])[CH3:15])=[O:10])[CH:38]=[CH:37]3)=[CH:19][CH:18]=1. The yield is 0.810.